This data is from CYP2C9 inhibition data for predicting drug metabolism from PubChem BioAssay. The task is: Regression/Classification. Given a drug SMILES string, predict its absorption, distribution, metabolism, or excretion properties. Task type varies by dataset: regression for continuous measurements (e.g., permeability, clearance, half-life) or binary classification for categorical outcomes (e.g., BBB penetration, CYP inhibition). Dataset: cyp2c9_veith. (1) The compound is COc1cc2c(cc1O)CCC1C2CC[C@@]2(C)C1CC[C@@H]2O. The result is 0 (non-inhibitor). (2) The molecule is N#CCCn1c(=O)c(-c2ccccc2)nc2cnc(Nc3ccccc3)nc21. The result is 0 (non-inhibitor). (3) The result is 1 (inhibitor). The drug is Cc1cc(C)c(C#N)c(SCc2cc3c(cc2Cl)OCO3)n1.